This data is from Full USPTO retrosynthesis dataset with 1.9M reactions from patents (1976-2016). The task is: Predict the reactants needed to synthesize the given product. Given the product [CH:6]([C@H:9]1[CH2:10][CH2:11][C@H:12]([NH:15][C:16]2[C:25]3[C:20](=[CH:21][CH:22]=[CH:23][CH:24]=3)[C:19]([CH2:26][C:27]3[CH:28]=[N:29][C:30]([OH:33])=[CH:31][CH:32]=3)=[N:18][N:17]=2)[CH2:13][CH2:14]1)([CH3:8])[CH3:7], predict the reactants needed to synthesize it. The reactants are: [Si](I)(C)(C)C.[CH:6]([C@H:9]1[CH2:14][CH2:13][C@H:12]([NH:15][C:16]2[C:25]3[C:20](=[CH:21][CH:22]=[CH:23][CH:24]=3)[C:19]([CH2:26][C:27]3[CH:28]=[N:29][C:30]([O:33]C)=[CH:31][CH:32]=3)=[N:18][N:17]=2)[CH2:11][CH2:10]1)([CH3:8])[CH3:7].C([O-])(O)=O.[Na+].O.